This data is from Reaction yield outcomes from USPTO patents with 853,638 reactions. The task is: Predict the reaction yield, written as a fraction of the theoretical maximum amount of product (1.0 means a 100% yield; for example, 0.34 means a 34% yield). (1) The product is [Br:1][C:2]1[CH:7]=[C:6]([OH:20])[CH:5]=[C:4]([CH:9]2[O:13][CH2:12][CH2:11][O:10]2)[CH:3]=1. The reactants are [Br:1][C:2]1[CH:3]=[C:4]([CH:9]2[O:13][CH2:12][CH2:11][O:10]2)[CH:5]=[C:6](Br)[CH:7]=1.[Li]CCCC.B(OC)(OC)[O:20]C.C(O)(=O)C.OO.O. The catalyst is C1COCC1. The yield is 1.00. (2) The reactants are [NH2:1][C:2]([C:4]1[CH:8]=[C:7]([C:9]([OH:11])=O)[N:6]([C:12]2[CH:17]=[CH:16][C:15]([F:18])=[C:14]([C:19]#[N:20])[CH:13]=2)[N:5]=1)=[O:3].[N:21]1[CH:26]=[CH:25][CH:24]=[CH:23][CH:22]=1.C(N=[C:31]=[N:32][CH:33]([CH3:35])[CH3:34])(C)C.Cl. The catalyst is CN(C=O)C. The product is [C:19]([C:14]1[CH:13]=[C:12]([N:6]2[C:7]([C:9]([N:21]3[C:23]4[C:24](=[CH:35][C:33]([N:32]5[CH2:31][CH2:9][CH2:7][CH2:8][CH2:4][C:2]5=[O:3])=[CH:34][CH:22]=4)[CH2:25][CH2:26]3)=[O:11])=[CH:8][C:4]([C:2]([NH2:1])=[O:3])=[N:5]2)[CH:17]=[CH:16][C:15]=1[F:18])#[N:20]. The yield is 0.490. (3) The reactants are [N:1]1[CH:6]=[CH:5][CH:4]=[N:3][C:2]=1[O:7][C:8]1[CH:9]=[C:10]([CH2:14]O)[CH:11]=[CH:12][CH:13]=1.C(N(CC)CC)C.CS(Cl)(=O)=O.[N-:28]=[N+:29]=[N-:30].[Na+]. The catalyst is ClCCl.O. The product is [N:28]([CH2:14][C:10]1[CH:9]=[C:8]([CH:13]=[CH:12][CH:11]=1)[O:7][C:2]1[N:3]=[CH:4][CH:5]=[CH:6][N:1]=1)=[N+:29]=[N-:30]. The yield is 0.860. (4) The catalyst is [F-].[K+].C(#N)C.C1C=CC(P(C2C=CC=CC=2)[C-]2C=CC=C2)=CC=1.C1C=CC(P(C2C=CC=CC=2)[C-]2C=CC=C2)=CC=1.Cl[Pd]Cl.[Fe+2]. The yield is 0.500. The product is [CH3:23][O:22][CH2:21][CH2:20][O:19][C:18]1[C:13]2[C:12]3[CH:26]=[C:27]([C:35]4[CH:34]=[N:33][N:32]([CH3:31])[CH:36]=4)[CH:28]=[N:29][C:11]=3[NH:10][C:14]=2[CH:15]=[N:16][C:17]=1[C:24]#[N:25]. The reactants are C1(S([N:10]2[C:14]3[CH:15]=[N:16][C:17]([C:24]#[N:25])=[C:18]([O:19][CH2:20][CH2:21][O:22][CH3:23])[C:13]=3[C:12]3[CH:26]=[C:27](Br)[CH:28]=[N:29][C:11]2=3)(=O)=O)C=CC=CC=1.[CH3:31][N:32]1[CH:36]=[C:35](B2OC(C)(C)C(C)(C)O2)[CH:34]=[N:33]1. (5) No catalyst specified. The yield is 0.690. The reactants are [NH:1]1[C:5]2[CH:6]=[CH:7][C:8]([C:10]([OH:12])=O)=[CH:9][C:4]=2[N:3]=[CH:2]1.[CH3:13][O:14][C:15]1[CH:16]=[CH:17][C:18]2[CH2:27][CH2:26][C@H:25]3[C@H:20]([CH2:21][CH2:22][CH2:23][NH:24]3)[C:19]=2[CH:28]=1. The product is [NH:1]1[C:5]2[CH:6]=[CH:7][C:8]([C:10]([N:24]3[C@@H:25]4[C@@H:20]([C:19]5[CH:28]=[C:15]([O:14][CH3:13])[CH:16]=[CH:17][C:18]=5[CH2:27][CH2:26]4)[CH2:21][CH2:22][CH2:23]3)=[O:12])=[CH:9][C:4]=2[N:3]=[CH:2]1. (6) The reactants are [Br:1][C:2]1[CH:3]=[CH:4][C:5]2[NH:6][C:7]3[C:12]([C:13]=2[CH:14]=1)=[CH:11][C:10]([Br:15])=[CH:9][CH:8]=3.[H-].[Na+].[C:18]([O:23][CH3:24])(=[O:22])[CH:19]1[O:21][CH2:20]1. The catalyst is CN(C=O)C. The product is [Br:15][C:10]1[CH:9]=[CH:8][C:7]2[N:6]([CH2:20][CH:19]([OH:21])[C:18]([O:23][CH3:24])=[O:22])[C:5]3[C:13]([C:12]=2[CH:11]=1)=[CH:14][C:2]([Br:1])=[CH:3][CH:4]=3. The yield is 0.320. (7) The reactants are [Cl:1][C:2]1[N:7]=[CH:6][C:5]([CH2:8][NH:9][C:10]2[CH2:14][O:13][C:12](=[O:15])[CH:11]=2)=[CH:4][CH:3]=1.[H-].[Na+].Br[CH2:19][CH:20]=[C:21]([Cl:23])[Cl:22].CO. The catalyst is O1CCCC1. The product is [Cl:1][C:2]1[N:7]=[CH:6][C:5]([CH2:8][N:9]([CH2:19][CH:20]=[C:21]([Cl:23])[Cl:22])[C:10]2[CH2:14][O:13][C:12](=[O:15])[CH:11]=2)=[CH:4][CH:3]=1. The yield is 0.500.